Predict which catalyst facilitates the given reaction. From a dataset of Catalyst prediction with 721,799 reactions and 888 catalyst types from USPTO. (1) Reactant: [F:1][C:2]1[CH:32]=[C:31]([C:33]#[C:34][Si](C)(C)C)[CH:30]=[CH:29][C:3]=1[CH2:4][N:5]1[C:13]2[C:8](=[CH:9][CH:10]=[CH:11][CH:12]=2)[C:7]([C:14]2[N:19]=[C:18]([NH:20][C:21]3[CH:26]=[CH:25][N:24]=[CH:23][CH:22]=3)[C:17]([O:27][CH3:28])=[CH:16][N:15]=2)=[N:6]1. Product: [C:33]([C:31]1[CH:30]=[CH:29][C:3]([CH2:4][N:5]2[C:13]3[C:8](=[CH:9][CH:10]=[CH:11][CH:12]=3)[C:7]([C:14]3[N:19]=[C:18]([NH:20][C:21]4[CH:26]=[CH:25][N:24]=[CH:23][CH:22]=4)[C:17]([O:27][CH3:28])=[CH:16][N:15]=3)=[N:6]2)=[C:2]([F:1])[CH:32]=1)#[CH:34]. The catalyst class is: 7. (2) Reactant: [OH:1][C@H:2]1[C:10]2[C:5](=[C:6]([C:11]3[N:15]=[C:14]([C:16]4[CH:17]=[CH:18][C:19]([O:24][CH:25]([CH3:27])[CH3:26])=[C:20]([CH:23]=4)[C:21]#[N:22])[O:13][N:12]=3)[CH:7]=[CH:8][CH:9]=2)[CH2:4][CH2:3]1.N1C=CC=CC=1.[C:34](Cl)(=[O:39])[C:35]([CH3:38])([CH3:37])[CH3:36]. Product: [C:34]([O:1][C@H:2]1[C:10]2[C:5](=[C:6]([C:11]3[N:15]=[C:14]([C:16]4[CH:17]=[CH:18][C:19]([O:24][CH:25]([CH3:27])[CH3:26])=[C:20]([C:21]#[N:22])[CH:23]=4)[O:13][N:12]=3)[CH:7]=[CH:8][CH:9]=2)[CH2:4][CH2:3]1)(=[O:39])[C:35]([CH3:38])([CH3:37])[CH3:36]. The catalyst class is: 2.